This data is from Forward reaction prediction with 1.9M reactions from USPTO patents (1976-2016). The task is: Predict the product of the given reaction. (1) Given the reactants [H-].[Na+].[N:3]1([CH2:8][CH2:9][CH2:10][CH2:11][C:12]2[CH:17]=[CH:16][C:15]([OH:18])=[CH:14][CH:13]=2)[CH:7]=[CH:6][N:5]=[N:4]1.Cl[CH2:20][C:21]1[C:22]([CH3:37])=[N:23][C:24]([C:27]2[CH:32]=[CH:31][CH:30]=[C:29]([C:33]([F:36])([F:35])[F:34])[CH:28]=2)=[CH:25][CH:26]=1.O, predict the reaction product. The product is: [CH3:37][C:22]1[C:21]([CH2:20][O:18][C:15]2[CH:14]=[CH:13][C:12]([CH2:11][CH2:10][CH2:9][CH2:8][N:3]3[CH:7]=[CH:6][N:5]=[N:4]3)=[CH:17][CH:16]=2)=[CH:26][CH:25]=[C:24]([C:27]2[CH:32]=[CH:31][CH:30]=[C:29]([C:33]([F:35])([F:36])[F:34])[CH:28]=2)[N:23]=1. (2) Given the reactants [F:1][C:2]1[C:15]([F:16])=[C:14]([F:17])[C:13]([F:18])=[C:12]2[C:3]=1[C:4]([OH:22])=[C:5]1[C:10](=[C:11]2[OH:19])[C:9](=[O:20])[CH2:8][CH2:7][C:6]1=[O:21].[F:23][C:24]1[C:32]([F:33])=[C:31]([F:34])[C:30]([F:35])=[C:29]2[C:25]=1[C:26](=[O:37])[O:27][C:28]2=O, predict the reaction product. The product is: [F:1][C:2]1[C:3]2[C:12](=[C:11]([OH:19])[C:10]3[C:9](=[O:20])[C:8]4[C:7]([C:6](=[O:21])[C:5]=3[C:4]=2[OH:22])=[C:28]([OH:27])[C:29]2[C:25](=[C:24]([F:23])[C:32]([F:33])=[C:31]([F:34])[C:30]=2[F:35])[C:26]=4[OH:37])[C:13]([F:18])=[C:14]([F:17])[C:15]=1[F:16]. (3) Given the reactants [CH3:1][C:2]1[S:3][C:4]2[CH2:5][NH:6][CH2:7][CH2:8][C:9]=2[N:10]=1.Br[CH2:12][B-:13]([F:16])([F:15])[F:14].[K+:17], predict the reaction product. The product is: [CH3:1][C:2]1[S:3][C:4]2[CH2:5][N:6]([CH2:12][B-:13]([F:16])([F:15])[F:14])[CH2:7][CH2:8][C:9]=2[N:10]=1.[K+:17]. (4) Given the reactants [CH2:1]([N:5]1[CH2:22][CH:21]([CH2:23][F:24])[O:20][C:7]2([CH2:12][CH2:11][N:10](C(OC(C)(C)C)=O)[CH2:9][CH2:8]2)[CH2:6]1)[C:2]#[C:3][CH3:4].[ClH:25].O1CCOCC1, predict the reaction product. The product is: [ClH:25].[CH2:1]([N:5]1[CH2:22][CH:21]([CH2:23][F:24])[O:20][C:7]2([CH2:12][CH2:11][NH:10][CH2:9][CH2:8]2)[CH2:6]1)[C:2]#[C:3][CH3:4]. (5) Given the reactants [OH-].[Li+].[CH:3]1([C@H:9]([NH:14][C:15]([C:17]2[CH:22]=[CH:21][C:20]([C:23]3[CH:28]=[CH:27][CH:26]=[CH:25][CH:24]=3)=[CH:19][C:18]=2[NH:29][C:30]([NH:32][C:33]2[C:38]([CH3:39])=[CH:37][CH:36]=[CH:35][C:34]=2[CH3:40])=[O:31])=[O:16])[C:10]([O:12]C)=[O:11])[CH2:8][CH2:7][CH2:6][CH2:5][CH2:4]1.CO.Cl, predict the reaction product. The product is: [CH:3]1([C@H:9]([NH:14][C:15]([C:17]2[CH:22]=[CH:21][C:20]([C:23]3[CH:24]=[CH:25][CH:26]=[CH:27][CH:28]=3)=[CH:19][C:18]=2[NH:29][C:30]([NH:32][C:33]2[C:38]([CH3:39])=[CH:37][CH:36]=[CH:35][C:34]=2[CH3:40])=[O:31])=[O:16])[C:10]([OH:12])=[O:11])[CH2:4][CH2:5][CH2:6][CH2:7][CH2:8]1. (6) Given the reactants F[B-](F)(F)F.[F:6][B-](F)(F)F.[F:11][N+]1C=CC=CC=1C1C=CC=C[N+]=1F.[CH3:25][C:26]1[CH:36]=[CH:35][C:34]([N:37]2[CH2:42][CH2:41][O:40][CH2:39][CH2:38]2)=[CH:33][C:27]=1[C:28]([N:30]([CH3:32])[CH3:31])=[O:29].C(=O)(O)[O-].[Na+], predict the reaction product. The product is: [F:11][C:35]1[C:34]([N:37]2[CH2:42][CH2:41][O:40][CH2:39][CH2:38]2)=[CH:33][C:27]([C:28]([N:30]([CH3:32])[CH3:31])=[O:29])=[C:26]([CH3:25])[CH:36]=1.[F:6][C:33]1[C:34]([N:37]2[CH2:42][CH2:41][O:40][CH2:39][CH2:38]2)=[CH:35][CH:36]=[C:26]([CH3:25])[C:27]=1[C:28]([N:30]([CH3:32])[CH3:31])=[O:29]. (7) Given the reactants [CH2:1]([C:5]1[N:10]2[N:11]=[CH:12][N:13]=[C:9]2[N:8]([CH:14]2[CH2:19][CH2:18][C:17](=[O:20])[CH2:16][CH2:15]2)[C:7](=[O:21])[C:6]=1[CH2:22][C:23]1[CH:28]=[CH:27][C:26]([C:29]2[C:30]([C:35]#[N:36])=[CH:31][CH:32]=[CH:33][CH:34]=2)=[CH:25][C:24]=1[F:37])[CH2:2][CH2:3][CH3:4].O1CCCC1.[BH4-].[Na+], predict the reaction product. The product is: [CH2:1]([C:5]1[N:10]2[N:11]=[CH:12][N:13]=[C:9]2[N:8]([C@H:14]2[CH2:19][CH2:18][C@H:17]([OH:20])[CH2:16][CH2:15]2)[C:7](=[O:21])[C:6]=1[CH2:22][C:23]1[CH:28]=[CH:27][C:26]([C:29]2[C:30]([C:35]#[N:36])=[CH:31][CH:32]=[CH:33][CH:34]=2)=[CH:25][C:24]=1[F:37])[CH2:2][CH2:3][CH3:4]. (8) Given the reactants C(N(C1C=CC=CC=1C1CCC2C(=CC=C(OC)C=2)C1)CCC1C=CC(O)=CC=1)C.Cl.ClCCN1CCCCCC1.[N:42]1([CH2:49][CH2:50][O:51][C:52]2[CH:57]=[CH:56][C:55]([CH2:58][CH2:59][N:60]([CH2:79][CH3:80])[C:61]3[CH:66]=[CH:65][CH:64]=[CH:63][C:62]=3[CH:67]3[CH2:76][CH2:75][C:74]4[C:69](=[CH:70][CH:71]=[C:72]([O:77]C)[CH:73]=4)[CH2:68]3)=[CH:54][CH:53]=2)[CH2:48][CH2:47][CH2:46][CH2:45][CH2:44][CH2:43]1, predict the reaction product. The product is: [N:42]1([CH2:49][CH2:50][O:51][C:52]2[CH:53]=[CH:54][C:55]([CH2:58][CH2:59][N:60]([CH2:79][CH3:80])[C:61]3[CH:66]=[CH:65][CH:64]=[CH:63][C:62]=3[CH:67]3[CH2:76][CH2:75][C:74]4[CH:73]=[C:72]([OH:77])[CH:71]=[CH:70][C:69]=4[CH2:68]3)=[CH:56][CH:57]=2)[CH2:48][CH2:47][CH2:46][CH2:45][CH2:44][CH2:43]1.